Predict the reaction yield, written as a fraction of the theoretical maximum amount of product (1.0 means a 100% yield; for example, 0.34 means a 34% yield). From a dataset of Reaction yield outcomes from USPTO patents with 853,638 reactions. (1) The reactants are C([O:3][C:4]([C:6]1[C:15](=[O:16])[C:14]2[C:9](=[CH:10][CH:11]=[CH:12][C:13]=2[OH:17])[NH:8][CH:7]=1)=[O:5])C. The catalyst is [OH-].[Na+]. The product is [OH:17][C:13]1[CH:12]=[CH:11][CH:10]=[C:9]2[C:14]=1[C:15](=[O:16])[C:6]([C:4]([OH:5])=[O:3])=[CH:7][NH:8]2. The yield is 0.870. (2) The reactants are [CH2:1]([O:4][C:5]1[CH:12]=[CH:11][C:8]([CH:9]=O)=[CH:7][CH:6]=1)[CH2:2][CH3:3].[CH2:13]([NH2:19])[C:14]1[O:18][CH:17]=[CH:16][CH:15]=1.COC(OC)OC.[BH4-].[Na+]. The catalyst is CO.CC(O)=O. The product is [CH2:1]([O:4][C:5]1[CH:12]=[CH:11][C:8]([CH2:9][NH:19][CH2:13][C:14]2[O:18][CH:17]=[CH:16][CH:15]=2)=[CH:7][CH:6]=1)[CH2:2][CH3:3]. The yield is 0.750. (3) The reactants are [CH2:1]([N:5]1[C:13]([N:14]2[CH2:19][CH2:18][NH:17][C@@H:16]([CH3:20])[CH2:15]2)=[N:12][C:11]2[C:6]1=[N:7][C:8]([C:27]1[CH:28]=[N:29][C:30]([NH2:33])=[N:31][CH:32]=1)=[N:9][C:10]=2[N:21]1[CH2:26][CH2:25][O:24][CH2:23][CH2:22]1)[CH:2]([CH3:4])[CH3:3].C1(N=C=NC2CCCCC2)CCCCC1.ON1C2C=CC=CC=2N=N1.[OH:59][C@@H:60]([CH3:65])[CH2:61][C:62](O)=[O:63]. The catalyst is CN(C)C=O. The product is [NH2:33][C:30]1[N:31]=[CH:32][C:27]([C:8]2[N:7]=[C:6]3[C:11]([N:12]=[C:13]([N:14]4[CH2:19][CH2:18][N:17]([C:62](=[O:63])[CH2:61][C@@H:60]([OH:59])[CH3:65])[C@@H:16]([CH3:20])[CH2:15]4)[N:5]3[CH2:1][CH:2]([CH3:4])[CH3:3])=[C:10]([N:21]3[CH2:26][CH2:25][O:24][CH2:23][CH2:22]3)[N:9]=2)=[CH:28][N:29]=1. The yield is 0.480. (4) The reactants are [CH:1]([C:3]1[CH:4]=[C:5]([CH:10]=[CH:11][CH:12]=1)[C:6]([O:8][CH3:9])=[O:7])=O.[NH:13]1[CH2:18][CH2:17][O:16][CH2:15][CH2:14]1.[BH3-]C#N.[Na+]. The product is [O:16]1[CH2:17][CH2:18][N:13]([CH2:1][C:3]2[CH:4]=[C:5]([CH:10]=[CH:11][CH:12]=2)[C:6]([O:8][CH3:9])=[O:7])[CH2:14][CH2:15]1. The yield is 0.909. The catalyst is CO. (5) The reactants are [Cl:1][C:2]1[CH:24]=[C:23]([C:25](=[O:35])[CH2:26][CH2:27][C:28]2[CH:33]=[CH:32][CH:31]=[C:30]([OH:34])[CH:29]=2)[CH:22]=[CH:21][C:3]=1[C:4]([NH:6][C@H:7]([C:17]([O:19]C)=[O:18])[CH2:8][NH:9][C:10]([C:12]1[S:13][CH:14]=[CH:15][CH:16]=1)=[O:11])=[O:5].O.[OH-].[Li+]. The catalyst is O1CCCC1.CO.O. The product is [Cl:1][C:2]1[CH:24]=[C:23]([C:25](=[O:35])[CH2:26][CH2:27][C:28]2[CH:33]=[CH:32][CH:31]=[C:30]([OH:34])[CH:29]=2)[CH:22]=[CH:21][C:3]=1[C:4]([NH:6][C@H:7]([C:17]([OH:19])=[O:18])[CH2:8][NH:9][C:10]([C:12]1[S:13][CH:14]=[CH:15][CH:16]=1)=[O:11])=[O:5]. The yield is 0.810. (6) The reactants are [N+:1]([C:4]1[CH:14]=[C:13]2[C:7]([CH2:8][CH2:9][CH:10]3[O:12][CH:11]32)=[CH:6][CH:5]=1)([O-:3])=[O:2]. The catalyst is C1C=CC=CC=1.[I-].[Zn+2].[I-]. The product is [N+:1]([C:4]1[CH:14]=[C:13]2[C:7]([CH2:8][CH2:9][C:10](=[O:12])[CH2:11]2)=[CH:6][CH:5]=1)([O-:3])=[O:2]. The yield is 0.580. (7) The reactants are Br[C:2]1[C:3](=[O:17])[NH:4][C:5](=[O:16])[N:6]([CH2:8][CH2:9][C:10]2[CH:15]=[CH:14][CH:13]=[CH:12][CH:11]=2)[N:7]=1.C([O-])([O-])=O.[K+].[K+].[CH2:24]([OH:31])[C:25]1[CH:30]=[CH:29][CH:28]=[CH:27][CH:26]=1.OS([O-])(=O)=O.[K+]. No catalyst specified. The product is [CH2:24]([O:31][C:2]1[C:3](=[O:17])[NH:4][C:5](=[O:16])[N:6]([CH2:8][CH2:9][C:10]2[CH:15]=[CH:14][CH:13]=[CH:12][CH:11]=2)[N:7]=1)[C:25]1[CH:30]=[CH:29][CH:28]=[CH:27][CH:26]=1. The yield is 0.740. (8) The reactants are C(=O)([O-])[O-].[Cs+].[Cs+].FC(F)(F)S(O[C:13]1[C:14]([N+:33]([O-:35])=[O:34])=[CH:15][C:16]2[O:20][C:19]([C:21]3[CH:26]=[CH:25][C:24]([F:27])=[CH:23][CH:22]=3)=[C:18]([C:28](=[O:31])[NH:29][CH3:30])[C:17]=2[CH:32]=1)(=O)=O.[CH2:38]([O:40][C:41]([C:43]1[CH:44]=[C:45](B(O)O)[CH:46]=[CH:47][CH:48]=1)=[O:42])[CH3:39].O1CCOCC1. The catalyst is C1C=CC([P]([Pd]([P](C2C=CC=CC=2)(C2C=CC=CC=2)C2C=CC=CC=2)([P](C2C=CC=CC=2)(C2C=CC=CC=2)C2C=CC=CC=2)[P](C2C=CC=CC=2)(C2C=CC=CC=2)C2C=CC=CC=2)(C2C=CC=CC=2)C2C=CC=CC=2)=CC=1.O. The product is [F:27][C:24]1[CH:23]=[CH:22][C:21]([C:19]2[O:20][C:16]3[CH:15]=[C:14]([N+:33]([O-:35])=[O:34])[C:13]([C:47]4[CH:48]=[C:43]([CH:44]=[CH:45][CH:46]=4)[C:41]([O:40][CH2:38][CH3:39])=[O:42])=[CH:32][C:17]=3[C:18]=2[C:28](=[O:31])[NH:29][CH3:30])=[CH:26][CH:25]=1. The yield is 0.850. (9) The reactants are [Br:1][C:2]1[CH:7]=[C:6]([F:8])[C:5]([F:9])=[CH:4][C:3]=1[OH:10].[F:11][C:12]([F:16])([F:15])CI.[F-].[Cs+].O. The catalyst is CS(C)=O. The product is [Br:1][C:2]1[CH:7]=[C:6]([F:8])[C:5]([F:9])=[CH:4][C:3]=1[O:10][C:12]([F:16])([F:15])[F:11]. The yield is 0.500.